From a dataset of Reaction yield outcomes from USPTO patents with 853,638 reactions. Predict the reaction yield, written as a fraction of the theoretical maximum amount of product (1.0 means a 100% yield; for example, 0.34 means a 34% yield). (1) The reactants are [NH2:1][C:2]1[CH:3]=[C:4]([C:8]#[C:9][C:10]2[N:11]([CH2:23][CH3:24])[C:12]3[C:17]([C:18]=2[C:19]#[N:20])=[CH:16][CH:15]=[C:14]([O:21][CH3:22])[CH:13]=3)[CH:5]=[CH:6][CH:7]=1.[CH2:25]([N:27]=[C:28]=[O:29])[CH3:26]. The catalyst is N1C=CC=CC=1.CCOC(C)=O. The product is [C:19]([C:18]1[C:17]2[C:12](=[CH:13][C:14]([O:21][CH3:22])=[CH:15][CH:16]=2)[N:11]([CH2:23][CH3:24])[C:10]=1[C:9]#[C:8][C:4]1[CH:3]=[C:2]([NH:1][C:28]([NH:27][CH2:25][CH3:26])=[O:29])[CH:7]=[CH:6][CH:5]=1)#[N:20]. The yield is 0.360. (2) The reactants are C[O:2][C:3]([C:5]1([N:8]2[C:12]3[N:13]=[CH:14][N:15]=[CH:16][C:11]=3[CH:10]=[CH:9]2)[CH2:7][CH2:6]1)=O.[BH4-].[Na+]. The catalyst is C(O)C. The product is [N:13]1[C:12]2[N:8]([C:5]3([CH2:3][OH:2])[CH2:6][CH2:7]3)[CH:9]=[CH:10][C:11]=2[CH:16]=[N:15][CH:14]=1. The yield is 0.470. (3) The reactants are C(NC(C)C)(C)C.C([Li])CCC.[C:13]([O:16][CH2:17][CH3:18])(=[O:15])[CH3:14].[Cl:19][C:20]1[CH:21]=[C:22]([CH:25]=[CH:26][CH:27]=1)[CH:23]=[O:24]. The catalyst is C1COCC1. The product is [Cl:19][C:20]1[CH:21]=[C:22]([CH:23]([OH:24])[CH2:14][C:13]([O:16][CH2:17][CH3:18])=[O:15])[CH:25]=[CH:26][CH:27]=1. The yield is 0.990. (4) The reactants are [Cl:1][C:2]1[CH:10]=[CH:9][CH:8]=[C:7]2[C:3]=1[C:4](O)([C:12]1[C:20]([OH:21])=[CH:19][C:15]3[O:16][CH2:17][O:18][C:14]=3[CH:13]=1)[C:5](=[O:11])[NH:6]2.FC(F)(F)C(O)=O.C([SiH](CC)CC)C. The catalyst is ClCCl. The product is [Cl:1][C:2]1[CH:10]=[CH:9][CH:8]=[C:7]2[C:3]=1[CH:4]([C:12]1[C:20]([OH:21])=[CH:19][C:15]3[O:16][CH2:17][O:18][C:14]=3[CH:13]=1)[C:5](=[O:11])[NH:6]2. The yield is 0.830. (5) The reactants are O[C@@H:2]1[CH2:6][N:5]([C:7]([O:9][C:10]([CH3:13])([CH3:12])[CH3:11])=[O:8])[C@@H:4]([CH2:14][O:15][CH2:16][CH2:17][CH2:18][O:19][C:20]2[CH:25]=[CH:24][CH:23]=[CH:22][CH:21]=2)[CH2:3]1.C(N(CC)CC)C.S(Cl)(C)(=O)=O.[N-:38]=[N+:39]=[N-:40]. The catalyst is ClCCl. The product is [N:38]([C@H:2]1[CH2:6][N:5]([C:7]([O:9][C:10]([CH3:13])([CH3:12])[CH3:11])=[O:8])[C@@H:4]([CH2:14][O:15][CH2:16][CH2:17][CH2:18][O:19][C:20]2[CH:25]=[CH:24][CH:23]=[CH:22][CH:21]=2)[CH2:3]1)=[N+:39]=[N-:40]. The yield is 0.850. (6) The reactants are [Cl:1][C:2]1[C:3]([F:24])=[C:4]([CH:13]2[CH2:16][N:15]([C:17]([O:19][C:20]([CH3:23])([CH3:22])[CH3:21])=[O:18])[CH2:14]2)[C:5]([O:11][CH3:12])=[C:6]([CH:8](Cl)[CH3:9])[CH:7]=1.[I:25][C:26]1[C:34]2[C:29](=[N:30][CH:31]=[N:32][C:33]=2[NH2:35])[NH:28][N:27]=1.[I-].[K+].C(=O)([O-])[O-].[Cs+].[Cs+]. The catalyst is CN(C)C=O.O.CCOC(C)=O. The product is [NH2:35][C:33]1[N:32]=[CH:31][N:30]=[C:29]2[N:28]([CH:8]([C:6]3[C:5]([O:11][CH3:12])=[C:4]([CH:13]4[CH2:16][N:15]([C:17]([O:19][C:20]([CH3:23])([CH3:22])[CH3:21])=[O:18])[CH2:14]4)[C:3]([F:24])=[C:2]([Cl:1])[CH:7]=3)[CH3:9])[N:27]=[C:26]([I:25])[C:34]=12. The yield is 0.450.